Dataset: Full USPTO retrosynthesis dataset with 1.9M reactions from patents (1976-2016). Task: Predict the reactants needed to synthesize the given product. (1) Given the product [CH:21]1([CH2:29][NH:30][C:3]2[S:4]/[C:5](=[CH:9]\[C:10]3[CH:11]=[C:12]4[C:17](=[CH:18][CH:19]=3)[N:16]=[CH:15][CH:14]=[CH:13]4)/[C:6](=[O:8])[N:7]=2)[CH2:22][CH2:23][CH2:24][CH2:25][CH2:20]1, predict the reactants needed to synthesize it. The reactants are: CS[C:3]1[S:4]/[C:5](=[CH:9]\[C:10]2[CH:11]=[C:12]3[C:17](=[CH:18][CH:19]=2)[N:16]=[CH:15][CH:14]=[CH:13]3)/[C:6](=[O:8])[N:7]=1.[CH2:20]1[CH2:25][CH2:24][CH2:23][CH2:22][CH:21]1NC.C[CH2:29][N:30](C(C)C)C(C)C. (2) Given the product [C:33]([O:32][C:30]([N:27]1[CH2:26][CH2:25][N:24]([CH2:23][CH:20]2[CH2:21][CH2:22][N:18]([C:11]3[C:12]([F:17])=[CH:13][N:14]4[C:9]([C:10]=3[CH3:37])=[C:8]([CH:38]3[CH2:40][CH2:39]3)[CH:7]=[C:6]([C:4]([OH:5])=[O:3])[C:15]4=[O:16])[CH2:19]2)[CH2:29][CH2:28]1)=[O:31])([CH3:34])([CH3:35])[CH3:36], predict the reactants needed to synthesize it. The reactants are: C([O:3][C:4]([C:6]1[C:15](=[O:16])[N:14]2[C:9]([C:10]([CH3:37])=[C:11]([N:18]3[CH2:22][CH2:21][CH:20]([CH2:23][N:24]4[CH2:29][CH2:28][N:27]([C:30]([O:32][C:33]([CH3:36])([CH3:35])[CH3:34])=[O:31])[CH2:26][CH2:25]4)[CH2:19]3)[C:12]([F:17])=[CH:13]2)=[C:8]([CH:38]2[CH2:40][CH2:39]2)[CH:7]=1)=[O:5])C.O[Li].O. (3) Given the product [I:8][C:9]1[CH:14]=[CH:13][C:12]([N:15]2[C:3](=[O:4])[CH2:2][C:1](=[O:6])[NH:16]2)=[CH:11][CH:10]=1, predict the reactants needed to synthesize it. The reactants are: [C:1](Cl)(=[O:6])[CH2:2][C:3](Cl)=[O:4].[I:8][C:9]1[CH:14]=[CH:13][C:12]([NH:15][NH2:16])=[CH:11][CH:10]=1. (4) Given the product [OH:21][CH2:11][CH:10]([C:14]1[C:15]([CH3:20])=[CH:16][C:17]([CH3:19])=[CH:18][C:13]=1[OH:12])[C:7]1[CH:6]=[CH:5][C:4]([CH:1]([CH3:3])[CH3:2])=[CH:9][CH:8]=1, predict the reactants needed to synthesize it. The reactants are: [CH:1]([C:4]1[CH:9]=[CH:8][C:7]([CH:10]2[C:14]3[C:15]([CH3:20])=[CH:16][C:17]([CH3:19])=[CH:18][C:13]=3[O:12][C:11]2=[O:21])=[CH:6][CH:5]=1)([CH3:3])[CH3:2]. (5) Given the product [Br:1][C:2]1[N:3]=[CH:4][C:5]([C:6]([N:22]2[CH2:23][CH2:24][N:19]([C:16]3[C:15]([CH3:25])=[CH:14][C:13]([CH2:11][CH3:12])=[CH:18][N:17]=3)[CH2:20][CH2:21]2)=[O:8])=[CH:9][CH:10]=1, predict the reactants needed to synthesize it. The reactants are: [Br:1][C:2]1[CH:10]=[CH:9][C:5]([C:6]([OH:8])=O)=[CH:4][N:3]=1.[CH2:11]([C:13]1[CH:14]=[C:15]([CH3:25])[C:16]([N:19]2[CH2:24][CH2:23][NH:22][CH2:21][CH2:20]2)=[N:17][CH:18]=1)[CH3:12]. (6) Given the product [N:1]1([C:6]2[CH:7]=[CH:8][C:9]([O:10][CH2:11][C:12]3[N:13]=[C:14]([CH:17]4[CH2:18][CH2:19][N:20]([C:32]#[N:31])[CH2:21][CH2:22]4)[S:15][CH:16]=3)=[CH:23][CH:24]=2)[CH:5]=[N:4][N:3]=[N:2]1, predict the reactants needed to synthesize it. The reactants are: [N:1]1([C:6]2[CH:24]=[CH:23][C:9]([O:10][CH2:11][C:12]3[N:13]=[C:14]([CH:17]4[CH2:22][CH2:21][NH:20][CH2:19][CH2:18]4)[S:15][CH:16]=3)=[CH:8][CH:7]=2)[CH:5]=[N:4][N:3]=[N:2]1.C(=O)([O-])[O-].[K+].[K+].[N:31]#[C:32]Br.